From a dataset of Reaction yield outcomes from USPTO patents with 853,638 reactions. Predict the reaction yield, written as a fraction of the theoretical maximum amount of product (1.0 means a 100% yield; for example, 0.34 means a 34% yield). The catalyst is C1C=CC(P(C2C=CC=CC=2)[C-]2C=CC=C2)=CC=1.C1C=CC(P(C2C=CC=CC=2)[C-]2C=CC=C2)=CC=1.[Fe+2].C1C=CC(/C=C/C(/C=C/C2C=CC=CC=2)=O)=CC=1.C1C=CC(/C=C/C(/C=C/C2C=CC=CC=2)=O)=CC=1.C1C=CC(/C=C/C(/C=C/C2C=CC=CC=2)=O)=CC=1.[Pd].[Pd]. The reactants are [CH3:1][CH:2]([CH3:44])[C:3]([O:5][C@@H:6]1[C@@H:14]([CH2:15][C:16]2[CH:21]=[CH:20][CH:19]=[CH:18][CH:17]=2)[C:13](=[O:22])[O:12][CH2:11][C@H:10]([NH:23][C:24]([C:26]2[C:31]([O:32][CH2:33][C:34]3[CH:39]=[CH:38][CH:37]=[CH:36][CH:35]=3)=[C:30]([O:40][CH3:41])[CH:29]=[CH:28][N:27]=2)=[O:25])[C:9](=[O:42])[O:8][C@H:7]1[CH3:43])=O. The yield is 0.720. The product is [CH2:15]([C@@H:14]1[C@@H:6]([O:5][CH2:3][C:2]([CH3:44])=[CH2:1])[C@H:7]([CH3:43])[O:8][C:9](=[O:42])[C@@H:10]([NH:23][C:24]([C:26]2[C:31]([O:32][CH2:33][C:34]3[CH:35]=[CH:36][CH:37]=[CH:38][CH:39]=3)=[C:30]([O:40][CH3:41])[CH:29]=[CH:28][N:27]=2)=[O:25])[CH2:11][O:12][C:13]1=[O:22])[C:16]1[CH:17]=[CH:18][CH:19]=[CH:20][CH:21]=1.